From a dataset of Full USPTO retrosynthesis dataset with 1.9M reactions from patents (1976-2016). Predict the reactants needed to synthesize the given product. (1) Given the product [Cl:1][C:2]1[CH:3]=[N:4][C:5]2[N:6]([N:8]=[C:9]([C:11]([N:16]3[CH2:17][CH2:18][C:19]4[C:24](=[CH:23][CH:22]=[CH:21][CH:20]=4)[C@@H:15]3[CH3:14])=[O:13])[CH:10]=2)[CH:7]=1, predict the reactants needed to synthesize it. The reactants are: [Cl:1][C:2]1[CH:3]=[N:4][C:5]2[N:6]([N:8]=[C:9]([C:11]([OH:13])=O)[CH:10]=2)[CH:7]=1.[CH3:14][CH:15]1[C:24]2[C:19](=[CH:20][CH:21]=[CH:22][CH:23]=2)[CH2:18][CH2:17][NH:16]1. (2) The reactants are: Br[C:2]1[CH:3]=[C:4]2[C:9](=[CH:10][CH:11]=1)[C:8](=[O:12])[NH:7][C:6](=[O:13])/[C:5]/2=[CH:14]\[NH:15][CH2:16][C:17]1[CH:22]=[CH:21][C:20]([O:23][CH2:24][CH2:25][CH3:26])=[C:19]([OH:27])[CH:18]=1.[F:28][C:29]1[CH:34]=[CH:33][C:32](B(O)O)=[CH:31][CH:30]=1.C(=O)([O-])[O-].[Na+].[Na+]. Given the product [F:28][C:29]1[CH:34]=[CH:33][C:32]([C:2]2[CH:3]=[C:4]3[C:9](=[CH:10][CH:11]=2)[C:8](=[O:12])[NH:7][C:6](=[O:13])/[C:5]/3=[CH:14]\[NH:15][CH2:16][C:17]2[CH:22]=[CH:21][C:20]([O:23][CH2:24][CH2:25][CH3:26])=[C:19]([OH:27])[CH:18]=2)=[CH:31][CH:30]=1, predict the reactants needed to synthesize it. (3) Given the product [Br:1][C:2]1[CH:15]=[C:14]([CH3:16])[C:5]([O:6][C:7]2[CH:8]=[CH:9][C:10]([O:13][Si:27]([C:24]([CH3:26])([CH3:25])[CH3:23])([CH3:29])[CH3:28])=[CH:11][N:12]=2)=[C:4]([Cl:17])[CH:3]=1, predict the reactants needed to synthesize it. The reactants are: [Br:1][C:2]1[CH:15]=[C:14]([CH3:16])[C:5]([O:6][C:7]2[N:12]=[CH:11][C:10]([OH:13])=[CH:9][CH:8]=2)=[C:4]([Cl:17])[CH:3]=1.N1C=CN=C1.[CH3:23][C:24]([Si:27](Cl)([CH3:29])[CH3:28])([CH3:26])[CH3:25].C([O-])(O)=O.[Na+]. (4) Given the product [S:21]1[CH:25]=[CH:24][CH:23]=[C:22]1[CH2:26][CH2:27][NH:28][S:17]([C:15]1[CH:14]=[CH:13][C:11]2[N:12]=[C:8]([C:3]3[C:4]([CH3:7])=[N:5][NH:6][C:2]=3[NH2:1])[S:9][C:10]=2[CH:16]=1)(=[O:19])=[O:18], predict the reactants needed to synthesize it. The reactants are: [NH2:1][C:2]1[NH:6][N:5]=[C:4]([CH3:7])[C:3]=1[C:8]1[S:9][C:10]2[CH:16]=[C:15]([S:17](Cl)(=[O:19])=[O:18])[CH:14]=[CH:13][C:11]=2[N:12]=1.[S:21]1[CH:25]=[CH:24][CH:23]=[C:22]1[CH2:26][CH2:27][NH2:28].CN1CCOCC1. (5) Given the product [CH2:16]([C:15]1[NH:14][C:13]([C:23]2[CH:28]=[CH:27][C:26]([OH:29])=[CH:25][CH:24]=2)=[CH:12][N:11]2[C:1](=[O:8])[C:2]([CH2:3][CH2:4][CH2:5][CH3:6])=[N:9][C:10]=12)[C:17]1[CH:22]=[CH:21][CH:20]=[CH:19][CH:18]=1, predict the reactants needed to synthesize it. The reactants are: [C:1]([OH:8])(=O)[CH2:2][CH2:3][CH2:4][CH2:5][CH3:6].[NH2:9][C:10]1[N:11]=[CH:12][C:13]([C:23]2[CH:28]=[CH:27][C:26]([OH:29])=[CH:25][CH:24]=2)=[N:14][C:15]=1[CH2:16][C:17]1[CH:22]=[CH:21][CH:20]=[CH:19][CH:18]=1.[Na+].O=C(CCCC)C([O-])=O. (6) Given the product [C:27]([O:26][C@@H:20]([C:7]1[C:6]2[C:5]([C:4]3[CH:3]=[CH:2][CH:11]=[CH:10][C:9]=3[C:8]=1[O:12][S:13]([C:16]([F:17])([F:18])[F:19])(=[O:14])=[O:15])=[CH:39][CH:33]=[CH:34][CH:31]=2)[C:21]([O:23][CH2:24][CH3:25])=[O:22])([CH3:29])([CH3:28])[CH3:30], predict the reactants needed to synthesize it. The reactants are: Br[C:2]1[CH:3]=[C:4]2[C:9](=[CH:10][CH:11]=1)[C:8]([O:12][S:13]([C:16]([F:19])([F:18])[F:17])(=[O:15])=[O:14])=[C:7]([C@H:20]([O:26][C:27]([CH3:30])([CH3:29])[CH3:28])[C:21]([O:23][CH2:24][CH3:25])=[O:22])[C:6]([CH3:31])=[CH:5]2.O=[C:33]([C:39]1C2C(C3C=CC=CC=3C=1OS(C(F)(F)F)(=O)=O)=CC=CC=2)[C:34](OCC)=O. (7) Given the product [N:27]1[C:28]2[C:33](=[CH:32][CH:31]=[CH:30][CH:29]=2)[C:24]([O:1][CH2:2][CH2:3][N:4]2[CH:9]=[C:8]([C:10]3[S:11][CH:12]=[CH:13][CH:14]=3)[CH:7]=[CH:6][C:5]2=[O:15])=[CH:25][CH:26]=1, predict the reactants needed to synthesize it. The reactants are: [OH:1][CH2:2][CH2:3][N:4]1[CH:9]=[C:8]([C:10]2[S:11][CH:12]=[CH:13][CH:14]=2)[CH:7]=[CH:6][C:5]1=[O:15].CN(C=O)C.[H-].[Na+].Cl[C:24]1[C:33]2[C:28](=[CH:29][CH:30]=[CH:31][CH:32]=2)[N:27]=[CH:26][CH:25]=1. (8) Given the product [CH:1]1[C:9]2[C:8]3[CH:10]=[CH:11][CH:12]=[CH:13][C:7]=3[O:6][C:5]=2[C:4]([C:14]2[CH:15]=[CH:16][C:17]([CH2:20][NH:21][CH2:28][C:27]3[CH:26]=[CH:25][C:24]([C:23]([F:22])([F:32])[F:33])=[CH:31][CH:30]=3)=[CH:18][CH:19]=2)=[CH:3][CH:2]=1, predict the reactants needed to synthesize it. The reactants are: [CH:1]1[C:9]2[C:8]3[CH:10]=[CH:11][CH:12]=[CH:13][C:7]=3[O:6][C:5]=2[C:4]([C:14]2[CH:19]=[CH:18][C:17]([CH2:20][NH2:21])=[CH:16][CH:15]=2)=[CH:3][CH:2]=1.[F:22][C:23]([F:33])([F:32])[C:24]1[CH:31]=[CH:30][C:27]([CH:28]=O)=[CH:26][CH:25]=1. (9) Given the product [ClH:13].[ClH:13].[NH:15]1[C:23]2[C:18](=[CH:19][CH:20]=[CH:21][CH:22]=2)[C:17]([CH2:24][CH2:25][NH:26][CH:27]2[CH2:32][CH2:31][C:30]([C:36]3[CH:45]=[CH:44][C:43]4[C:38](=[CH:39][CH:40]=[CH:41][CH:42]=4)[CH:37]=3)([N:33]([CH3:35])[CH3:34])[CH2:29][CH2:28]2)=[CH:16]1, predict the reactants needed to synthesize it. The reactants are: C1(N)C(F)=C(F)C(F)=C(N)C=1F.[ClH:13].Cl.[NH:15]1[C:23]2[C:18](=[CH:19][CH:20]=[CH:21][CH:22]=2)[C:17]([CH2:24][CH2:25][NH:26][CH:27]2[CH2:32][CH2:31][C:30]([C:36]3[CH:45]=[CH:44][C:43]4[C:38](=[CH:39][CH:40]=[CH:41][CH:42]=4)[CH:37]=3)([N:33]([CH3:35])[CH3:34])[CH2:29][CH2:28]2)=[CH:16]1.CN(C)C1(C2C=CC3C(=CC=CC=3)C=2)CCC(=O)CC1.NCCC1C2C(=CC=CC=2)NC=1. (10) Given the product [C:1]([C:3]1[CH:4]=[C:5]([CH:31]=[CH:32][CH:33]=1)[C:6]([NH:8][C:9]1[C:10]([C:27]([F:28])([F:30])[F:29])=[C:11]2[C:17]([C@@H:18]3[CH2:23][CH2:22][N:21]([C:39]([CH:34]4[CH2:38][CH2:37][CH2:36][CH2:35]4)=[O:40])[C:20]([CH3:25])([CH3:24])[CH2:19]3)=[CH:16][N:15]([CH3:26])[C:12]2=[N:13][CH:14]=1)=[O:7])#[N:2], predict the reactants needed to synthesize it. The reactants are: [C:1]([C:3]1[CH:4]=[C:5]([CH:31]=[CH:32][CH:33]=1)[C:6]([NH:8][C:9]1[C:10]([C:27]([F:30])([F:29])[F:28])=[C:11]2[C:17]([C@@H:18]3[CH2:23][CH2:22][NH:21][C:20]([CH3:25])([CH3:24])[CH2:19]3)=[CH:16][N:15]([CH3:26])[C:12]2=[N:13][CH:14]=1)=[O:7])#[N:2].[CH:34]1([C:39](Cl)=[O:40])[CH2:38][CH2:37][CH2:36][CH2:35]1.